From a dataset of NCI-60 drug combinations with 297,098 pairs across 59 cell lines. Regression. Given two drug SMILES strings and cell line genomic features, predict the synergy score measuring deviation from expected non-interaction effect. Drug 1: C1CCC(C1)C(CC#N)N2C=C(C=N2)C3=C4C=CNC4=NC=N3. Drug 2: CN(C)C1=NC(=NC(=N1)N(C)C)N(C)C. Cell line: IGROV1. Synergy scores: CSS=10.8, Synergy_ZIP=-3.42, Synergy_Bliss=-1.84, Synergy_Loewe=-5.51, Synergy_HSA=-1.30.